Dataset: Forward reaction prediction with 1.9M reactions from USPTO patents (1976-2016). Task: Predict the product of the given reaction. (1) Given the reactants [Cl:1][C:2]1[CH:17]=[C:16]([C:18]2[C:19]3[C:20]4[CH:34]=[CH:33][S:32][C:21]=4[C:22](=[O:31])[NH:23][C:24]=3[C:25]([CH3:30])=[CH:26][C:27]=2[O:28][CH3:29])[CH:15]=[CH:14][C:3]=1[CH2:4][CH2:5][NH:6]C(=O)OC(C)(C)C.C(O)(C(F)(F)F)=O, predict the reaction product. The product is: [ClH:1].[NH2:6][CH2:5][CH2:4][C:3]1[CH:14]=[CH:15][C:16]([C:18]2[C:19]3[C:20]4[CH:34]=[CH:33][S:32][C:21]=4[C:22](=[O:31])[NH:23][C:24]=3[C:25]([CH3:30])=[CH:26][C:27]=2[O:28][CH3:29])=[CH:17][C:2]=1[Cl:1]. (2) Given the reactants [I:1][C:2]1[CH:7]=[C:6]([I:8])[N:5]=[C:4]([NH:9][CH2:10][CH2:11][O:12][CH3:13])[N:3]=1.N[C:15]1C(=O)NC2C(N=1)=C(O)C=CC=2.C(=O)([O-])[O-].[Cs+].[Cs+].CN(C=O)C, predict the reaction product. The product is: [I:8][C:6]1[CH:7]=[C:2]([I:1])[N:3]=[C:4]([NH:9][C@@H:10]([CH3:15])[CH2:11][O:12][CH3:13])[N:5]=1.